From a dataset of Catalyst prediction with 721,799 reactions and 888 catalyst types from USPTO. Predict which catalyst facilitates the given reaction. (1) Reactant: CCN(C(C)C)C(C)C.[Br:10][C:11]1[CH:12]=[C:13]2[C:18](Cl)=[C:17]([C:20]([NH2:22])=[O:21])[CH:16]=[N:15][N:14]2[CH:23]=1.[NH2:24][C@@H:25]1[CH2:29][CH2:28][C@:27]([CH3:34])([C:30]([O:32][CH3:33])=[O:31])[C:26]1([CH3:36])[CH3:35]. Product: [Br:10][C:11]1[CH:12]=[C:13]2[C:18]([NH:24][C@@H:25]3[CH2:29][CH2:28][C@:27]([CH3:34])([C:30]([O:32][CH3:33])=[O:31])[C:26]3([CH3:36])[CH3:35])=[C:17]([C:20](=[O:21])[NH2:22])[CH:16]=[N:15][N:14]2[CH:23]=1. The catalyst class is: 514. (2) Reactant: [Br:1][C:2]1[CH:3]=[CH:4][C:5]([F:16])=[C:6]([C:8]2[C:9]([OH:15])=[CH:10][CH:11]=[CH:12][C:13]=2[Cl:14])[CH:7]=1.[CH3:17][C@@H:18](O)[CH2:19][CH:20]=[CH2:21].C1C=CC(P(C2C=CC=CC=2)C2C=CC=CC=2)=CC=1.CCOC(/N=N/C(OCC)=O)=O. Product: [Br:1][C:2]1[CH:3]=[CH:4][C:5]([F:16])=[C:6]([C:8]2[C:9]([O:15][C@H:20]([CH2:19][CH:18]=[CH2:17])[CH3:21])=[CH:10][CH:11]=[CH:12][C:13]=2[Cl:14])[CH:7]=1. The catalyst class is: 7.